Dataset: hERG potassium channel inhibition data for cardiac toxicity prediction from Karim et al.. Task: Regression/Classification. Given a drug SMILES string, predict its toxicity properties. Task type varies by dataset: regression for continuous values (e.g., LD50, hERG inhibition percentage) or binary classification for toxic/non-toxic outcomes (e.g., AMES mutagenicity, cardiotoxicity, hepatotoxicity). Dataset: herg_karim. (1) The molecule is Cn1nc(NCC(=O)NC2CN(C3CCC(C4CCCCC4)CC3)C2)c2cc(C(F)(F)F)ccc21. The result is 1 (blocker). (2) The drug is COc1cc(C(=O)N=S(=O)([O-])c2ccccc2C)ccc1Cc1cn(C)c2ccc(NC(=O)OC3CCCC3)cc12. The result is 0 (non-blocker).